Dataset: Forward reaction prediction with 1.9M reactions from USPTO patents (1976-2016). Task: Predict the product of the given reaction. (1) The product is: [Cl:1][C:2]1[CH:7]=[N:6][CH:5]=[C:4]2[S:8][C:9]([C:11]([OH:13])=[O:12])=[CH:10][C:3]=12. Given the reactants [Cl:1][C:2]1[CH:7]=[N:6][CH:5]=[C:4]2[S:8][C:9]([C:11]([O:13]C)=[O:12])=[CH:10][C:3]=12.[Li+].[OH-].Cl, predict the reaction product. (2) The product is: [F:1][C:2]1[CH:9]=[CH:8][C:5]([CH:6]([C:14]2[CH:15]=[CH:16][C:11]([F:10])=[CH:12][CH:13]=2)[NH2:7])=[CH:4][CH:3]=1. Given the reactants [F:1][C:2]1[CH:9]=[CH:8][C:5]([C:6]#[N:7])=[CH:4][CH:3]=1.[F:10][C:11]1[CH:16]=[CH:15][C:14]([Mg]Br)=[CH:13][CH:12]=1, predict the reaction product. (3) Given the reactants Cl.[CH:2]([C:5]1[CH:18]=[C:17]2[C:8]([N:9]3[C:14]([CH2:15][O:16]2)=[N:13][NH:12][C:11](=[O:19])[C@H:10]3[CH3:20])=[CH:7][C:6]=1[C@H:21]([C:23]1([CH3:27])[CH2:26][NH:25][CH2:24]1)[CH3:22])([CH3:4])[CH3:3].C=O.[BH3-][C:31]#N.[Na+], predict the reaction product. The product is: [CH3:31][N:25]1[CH2:24][C:23]([C@@H:21]([C:6]2[CH:7]=[C:8]3[C:17](=[CH:18][C:5]=2[CH:2]([CH3:3])[CH3:4])[O:16][CH2:15][C:14]2[N:9]3[C@H:10]([CH3:20])[C:11](=[O:19])[NH:12][N:13]=2)[CH3:22])([CH3:27])[CH2:26]1. (4) Given the reactants [N:1]1([CH2:8][CH2:9][O:10][C:11]2[CH:16]=[CH:15][C:14]([C:17]([C:19]3[C:28]4[C:23](=[CH:24][C:25]([O:29]C)=[CH:26][CH:27]=4)[CH:22]=[CH:21][C:20]=3[C:31]3[C:36]([F:37])=[CH:35][CH:34]=[C:33]([F:38])[C:32]=3[F:39])=[O:18])=[CH:13][CH:12]=2)[CH2:7][CH2:6][CH2:5][CH2:4][CH2:3][CH2:2]1.B(Br)(Br)Br.OC1C=C2C(=CC=1)C(C(C1C=CC(OCCN3CCCCC3)=CC=1)=O)=C(C1C(F)=CC(F)=CC=1F)C=C2, predict the reaction product. The product is: [N:1]1([CH2:8][CH2:9][O:10][C:11]2[CH:16]=[CH:15][C:14]([C:17]([C:19]3[C:28]4[C:23](=[CH:24][C:25]([OH:29])=[CH:26][CH:27]=4)[CH:22]=[CH:21][C:20]=3[C:31]3[C:36]([F:37])=[CH:35][CH:34]=[C:33]([F:38])[C:32]=3[F:39])=[O:18])=[CH:13][CH:12]=2)[CH2:7][CH2:6][CH2:5][CH2:4][CH2:3][CH2:2]1. (5) Given the reactants C1C=CC2N(O)N=NC=2C=1.C(N(C(C)C)CC)(C)C.[NH2:20][N:21]1[CH2:26][CH2:25][CH2:24][CH:23]([C:27]2[CH:32]=[CH:31][CH:30]=[CH:29][C:28]=2[C:33]([F:36])([F:35])[F:34])[C:22]1=[O:37].[CH3:38][C:39]1[CH:44]=[CH:43][C:42]([S:45][CH2:46][CH2:47][C:48](O)=[O:49])=[CH:41][CH:40]=1.C(=O)(O)[O-].[Na+], predict the reaction product. The product is: [O:37]=[C:22]1[CH:23]([C:27]2[CH:32]=[CH:31][CH:30]=[CH:29][C:28]=2[C:33]([F:34])([F:35])[F:36])[CH2:24][CH2:25][CH2:26][N:21]1[NH:20][C:48](=[O:49])[CH2:47][CH2:46][S:45][C:42]1[CH:43]=[CH:44][C:39]([CH3:38])=[CH:40][CH:41]=1.